Dataset: Full USPTO retrosynthesis dataset with 1.9M reactions from patents (1976-2016). Task: Predict the reactants needed to synthesize the given product. (1) Given the product [F:1][C:2]1[CH:3]=[C:4]([C@H:9]([NH:12][C:13](=[O:19])[O:14][C:15]([CH3:18])([CH3:17])[CH3:16])[CH2:10][OH:23])[CH:5]=[C:6]([I:8])[CH:7]=1, predict the reactants needed to synthesize it. The reactants are: [F:1][C:2]1[CH:3]=[C:4]([C@H:9]([NH:12][C:13](=[O:19])[O:14][C:15]([CH3:18])([CH3:17])[CH3:16])[CH:10]=C)[CH:5]=[C:6]([I:8])[CH:7]=1.[BH4-].[Na+].C[OH:23].[NH4+].[Cl-]. (2) Given the product [CH3:23][O:24][C:25]1[CH:30]=[CH:29][N:28]=[C:27]([CH2:31][CH2:32][C:33]2[NH:42][C:36]3=[N:37][CH:38]=[C:39]([C:2]4[CH:7]=[CH:6][C:5]([S:8]([N:11]5[CH2:16][CH2:15][N:14]([CH3:17])[CH2:13][CH2:12]5)(=[O:10])=[O:9])=[CH:4][CH:3]=4)[CH:40]=[C:35]3[N:34]=2)[CH:26]=1, predict the reactants needed to synthesize it. The reactants are: Br[C:2]1[CH:7]=[CH:6][C:5]([S:8]([N:11]2[CH2:16][CH2:15][N:14]([CH3:17])[CH2:13][CH2:12]2)(=[O:10])=[O:9])=[CH:4][CH:3]=1.C([O-])(=O)C.[K+].[CH3:23][O:24][C:25]1[CH:30]=[CH:29][N:28]=[C:27]([CH2:31][CH2:32][C:33]2[NH:42][C:36]3=[N:37][CH:38]=[C:39](I)[CH:40]=[C:35]3[N:34]=2)[CH:26]=1.C(=O)([O-])[O-].[K+].[K+].[Cl-].[Li+]. (3) Given the product [C:22]([S@:25]([N:27]=[C:1]([C:4]1[N:9]=[C:8]2[C:10]([Cl:20])=[CH:11][N:12]([C:13]([O:15][C:16]([CH3:19])([CH3:18])[CH3:17])=[O:14])[C:7]2=[CH:6][CH:5]=1)[CH3:2])=[O:26])([CH3:24])([CH3:23])[CH3:21].[C:22]([S@:25]([N:27]=[C:1]([C:4]1[N:9]=[C:8]2[C:10]([Cl:20])=[CH:11][N:12]([C:13]([O:15][CH2:16][CH3:19])=[O:14])[C:7]2=[CH:6][CH:5]=1)[CH3:2])=[O:26])([CH3:24])([CH3:23])[CH3:21], predict the reactants needed to synthesize it. The reactants are: [C:1]([C:4]1[N:9]=[C:8]2[C:10]([Cl:20])=[CH:11][N:12]([C:13]([O:15][C:16]([CH3:19])([CH3:18])[CH3:17])=[O:14])[C:7]2=[CH:6][CH:5]=1)(=O)[CH3:2].[CH3:21][C:22]([S@:25]([NH2:27])=[O:26])([CH3:24])[CH3:23]. (4) Given the product [OH:11][N:10]=[C:7]([C:4]1[CH:3]=[CH:2][N:1]=[CH:6][CH:5]=1)[CH:8]([CH3:9])[C:21](=[O:23])[C:20]([O:27][CH2:28][CH3:29])=[O:26], predict the reactants needed to synthesize it. The reactants are: [N:1]1[CH:6]=[CH:5][C:4]([C:7](=[N:10][OH:11])[CH2:8][CH3:9])=[CH:3][CH:2]=1.[Li+].CC([N-]C(C)C)C.[C:20]([O:27][CH2:28][CH3:29])(=[O:26])[C:21]([O:23]CC)=O. (5) Given the product [Cl:1][C:2]1[N:3]=[C:4]([CH2:10][OH:11])[CH:5]=[C:6]2[CH:12]=[C:13]([CH3:14])[O:8][C:7]=12, predict the reactants needed to synthesize it. The reactants are: [Cl:1][C:2]1[C:7]([OH:8])=[C:6](I)[CH:5]=[C:4]([CH2:10][OH:11])[N:3]=1.[CH2:12]([Si](C)(C)C)[C:13]#[CH:14].N1CCCCC1.CN(C=O)C. (6) Given the product [C:1]([C:3]1[CH:4]=[CH:5][C:6]([O:21][CH2:22][CH:23]([CH2:26][CH3:27])[CH2:24][CH3:25])=[C:7]([CH:20]=1)[CH2:8][N:9]1[C:13]([CH3:14])=[CH:12][C:11]([CH2:15][CH2:16][C:17]([OH:19])=[O:18])=[N:10]1)([OH:31])=[O:28], predict the reactants needed to synthesize it. The reactants are: [C:1]([C:3]1[CH:4]=[CH:5][C:6]([O:21][CH2:22][CH:23]([CH2:26][CH3:27])[CH2:24][CH3:25])=[C:7]([CH:20]=1)[CH2:8][N:9]1[C:13]([CH3:14])=[CH:12][C:11]([CH2:15][CH2:16][C:17]([OH:19])=[O:18])=[N:10]1)#N.[OH-:28].[Na+].C[OH:31]. (7) Given the product [CH3:1][C@@H:2]1[O:7][C@@H:6]([O:8][C@@H:9]2[C:14]3=[C:15]([OH:32])[C:16]4[C:28](=[O:29])[C:27]5[C:22](=[CH:23][CH:24]=[CH:25][C:26]=5[O:30][CH3:31])[C:20](=[O:21])[C:17]=4[C:18]([OH:19])=[C:13]3[CH2:12][C@@:11]([OH:37])([C:33]([CH2:35][OH:36])=[O:34])[CH2:10]2)[CH2:5][C@H:4]([NH2:38])[C@@H:3]1[OH:39].[S:53]([C:50]1[CH:51]=[CH:52][C:47]([CH3:57])=[CH:48][CH:49]=1)([O-:56])(=[O:55])=[O:54], predict the reactants needed to synthesize it. The reactants are: [CH3:1][C@@H:2]1[O:7][C@@H:6]([O:8][C@@H:9]2[C:14]3=[C:15]([OH:32])[C:16]4[C:28](=[O:29])[C:27]5[C:22](=[CH:23][CH:24]=[CH:25][C:26]=5[O:30][CH3:31])[C:20](=[O:21])[C:17]=4[C:18]([OH:19])=[C:13]3[CH2:12][C@@:11]([OH:37])([C:33]([CH2:35][OH:36])=[O:34])[CH2:10]2)[CH2:5][C@H:4]([NH2:38])[C@@H:3]1[OH:39].Cl.CC(C)([O-])C.[K+].[C:47]1([CH3:57])[CH:52]=[CH:51][C:50]([S:53]([OH:56])(=[O:55])=[O:54])=[CH:49][CH:48]=1. (8) Given the product [F:1][C:2]1[C:19]([F:20])=[CH:18][CH:17]=[CH:16][C:3]=1[CH2:4][C:5]1[C:6](=[O:15])[N:7]([CH2:22][C:23]2[CH:28]=[CH:27][C:26]([C:29]3[CH:34]=[CH:33][CH:32]=[CH:31][C:30]=3[C:35]3[NH:39][C:38](=[O:45])[O:37][N:36]=3)=[CH:25][CH:24]=2)[C:8]([CH2:12][CH2:13][CH3:14])=[N:9][C:10]=1[CH3:11], predict the reactants needed to synthesize it. The reactants are: [F:1][C:2]1[C:19]([F:20])=[CH:18][CH:17]=[CH:16][C:3]=1[CH2:4][C:5]1[C:6](=[O:15])[NH:7][C:8]([CH2:12][CH2:13][CH3:14])=[N:9][C:10]=1[CH3:11].Br[CH2:22][C:23]1[CH:28]=[CH:27][C:26]([C:29]2[CH:34]=[CH:33][CH:32]=[CH:31][C:30]=2[C:35]2[N:39]=[C:38](C(Cl)(Cl)Cl)[O:37][N:36]=2)=[CH:25][CH:24]=1.C(=O)([O-])[O-:45].[Cs+].[Cs+]. (9) Given the product [CH3:19][N:20]1[C:24]([C:2]2[CH:14]=[N:13][C:12]3[C:11]4[CH:10]=[CH:9][C:8]([C:15]([O:17][CH3:18])=[O:16])=[CH:7][C:6]=4[NH:5][C:4]=3[CH:3]=2)=[C:23]([CH3:38])[N:22]=[N:21]1, predict the reactants needed to synthesize it. The reactants are: Br[C:2]1[CH:14]=[N:13][C:12]2[C:11]3[CH:10]=[CH:9][C:8]([C:15]([O:17][CH3:18])=[O:16])=[CH:7][C:6]=3[NH:5][C:4]=2[CH:3]=1.[CH3:19][N:20]1[C:24]([Sn](CCCC)(CCCC)CCCC)=[C:23]([CH3:38])[N:22]=[N:21]1.C(N(CC)CC)C.CN(C=O)C. (10) Given the product [CH:1]1([NH:7][C:8](=[O:9])[NH:10][C@@H:11]2[C@H:12]3[O:18][CH2:17][C@@H:16]([O:19][S:28]([C:27]([F:40])([F:39])[F:26])(=[O:30])=[O:29])[C@H:13]3[O:14][CH2:15]2)[CH2:6][CH2:5][CH2:4][CH2:3][CH2:2]1, predict the reactants needed to synthesize it. The reactants are: [CH:1]1([NH:7][C:8]([NH:10][C@H:11]2[CH2:15][O:14][C@@H:13]3[C@H:16]([OH:19])[CH2:17][O:18][C@H:12]23)=[O:9])[CH2:6][CH2:5][CH2:4][CH2:3][CH2:2]1.N1C=CC=CC=1.[F:26][C:27]([F:40])([F:39])[S:28](O[S:28]([C:27]([F:40])([F:39])[F:26])(=[O:30])=[O:29])(=[O:30])=[O:29].